Dataset: Reaction yield outcomes from USPTO patents with 853,638 reactions. Task: Predict the reaction yield, written as a fraction of the theoretical maximum amount of product (1.0 means a 100% yield; for example, 0.34 means a 34% yield). (1) The reactants are [CH:1](=O)[CH:2]([CH3:4])[CH3:3].[CH2:6]([SH:10])[CH2:7][CH2:8][SH:9].B(F)(F)F.CCOCC. The catalyst is ClCCl. The product is [CH:2]([CH:1]1[S:10][CH2:6][CH2:7][CH2:8][S:9]1)([CH3:4])[CH3:3]. The yield is 1.00. (2) The reactants are [C:1]([O-:4])(O)=[O:2].[Na+].[CH:6]1([C:11]([C:13]2[CH:18]=[C:17]([CH3:19])[CH:16]=[CH:15][C:14]=2[NH:20][C:21]([NH:23][C:24]2[S:25][C:26]([CH:29]=O)=[CH:27][N:28]=2)=[O:22])=[O:12])[CH2:10][CH2:9][CH2:8][CH2:7]1.Cl.[NH2:32][OH:33].[C:34](O)(=O)CC(CC(O)=O)(C(O)=O)O. The catalyst is C1COCC1. The product is [CH:6]1([C:11]([C:13]2[CH:18]=[C:17]([CH3:19])[CH:16]=[CH:15][C:14]=2[NH:20][C:21](=[O:22])[NH:23][C:24]2[S:25][C:26]([CH:29]=[N:32][O:33][CH2:34][C:1]([OH:4])=[O:2])=[CH:27][N:28]=2)=[O:12])[CH2:10][CH2:9][CH2:8][CH2:7]1. The yield is 0.760. (3) The reactants are [CH2:1]([S:3][C:4]1[C:9](=O)[NH:8][N:7]=[C:6]([C:11]([F:14])([F:13])[F:12])[CH:5]=1)[CH3:2].O=P(Cl)(Cl)[Cl:17]. No catalyst specified. The product is [Cl:17][C:9]1[N:8]=[N:7][C:6]([C:11]([F:14])([F:13])[F:12])=[CH:5][C:4]=1[S:3][CH2:1][CH3:2]. The yield is 0.790.